From a dataset of Full USPTO retrosynthesis dataset with 1.9M reactions from patents (1976-2016). Predict the reactants needed to synthesize the given product. Given the product [ClH:35].[ClH:35].[ClH:35].[CH3:1][O:2][C:3]1[CH:8]=[CH:7][C:6]([N:9]([CH:10]2[CH2:11][CH2:12][N:13]([CH2:16][C:17]3[CH:22]=[CH:21][N:20]=[C:19]([C:23]4[CH:24]=[C:25]([O:33][CH3:34])[C:26]([O:31][CH3:32])=[C:27]([O:29][CH3:30])[CH:28]=4)[CH:18]=3)[CH2:14][CH2:15]2)[CH2:36][C:37]2[CH:38]=[CH:39][C:40]([C:43]3[CH:48]=[C:47]([O:49][CH3:50])[C:46]([O:51][CH3:52])=[C:45]([O:53][CH3:54])[CH:44]=3)=[N:41][CH:42]=2)=[CH:5][CH:4]=1, predict the reactants needed to synthesize it. The reactants are: [CH3:1][O:2][C:3]1[CH:8]=[CH:7][C:6]([NH:9][CH:10]2[CH2:15][CH2:14][N:13]([CH2:16][C:17]3[CH:22]=[CH:21][N:20]=[C:19]([C:23]4[CH:28]=[C:27]([O:29][CH3:30])[C:26]([O:31][CH3:32])=[C:25]([O:33][CH3:34])[CH:24]=4)[CH:18]=3)[CH2:12][CH2:11]2)=[CH:5][CH:4]=1.[Cl:35][CH2:36][C:37]1[CH:38]=[CH:39][C:40]([C:43]2[CH:48]=[C:47]([O:49][CH3:50])[C:46]([O:51][CH3:52])=[C:45]([O:53][CH3:54])[CH:44]=2)=[N:41][CH:42]=1.